Dataset: Reaction yield outcomes from USPTO patents with 853,638 reactions. Task: Predict the reaction yield, written as a fraction of the theoretical maximum amount of product (1.0 means a 100% yield; for example, 0.34 means a 34% yield). (1) The catalyst is C(O)(C)C.O.C1C=CC(P(C2C=CC=CC=2)[C-]2C=CC=C2)=CC=1.C1C=CC(P(C2C=CC=CC=2)[C-]2C=CC=C2)=CC=1.Cl[Pd]Cl.[Fe+2]. The reactants are Cl[C:2]1[CH:7]=[C:6]([N:8]([CH3:34])[C:9]2[C:10]([CH:31]3[CH2:33][CH2:32]3)=[N:11][C:12]([N:17]3[CH2:22][CH2:21][N:20]([C:23](=[O:27])[CH2:24][CH2:25][OH:26])[C@H:19]([CH:28]4[CH2:30][CH2:29]4)[CH2:18]3)=[C:13]([CH:16]=2)[C:14]#[N:15])[CH:5]=[CH:4][N:3]=1.[K].[CH:36]([B-](F)(F)F)=[CH2:37].[H+].CCN(C(C)C)C(C)C. The product is [CH:31]1([C:10]2[C:9]([N:8]([CH3:34])[C:6]3[CH:5]=[CH:4][N:3]=[C:2]([CH:36]=[CH2:37])[CH:7]=3)=[CH:16][C:13]([C:14]#[N:15])=[C:12]([N:17]3[CH2:22][CH2:21][N:20]([C:23](=[O:27])[CH2:24][CH2:25][OH:26])[C@H:19]([CH:28]4[CH2:30][CH2:29]4)[CH2:18]3)[N:11]=2)[CH2:33][CH2:32]1. The yield is 0.455. (2) The reactants are [OH:1][C@H:2]([CH2:8][CH2:9][C:10]1[CH:15]=[CH:14][CH:13]=[CH:12][CH:11]=1)[C:3]([O:5][CH2:6][CH3:7])=[O:4].[N+:16]([C:19]1[CH:27]=[CH:26][C:22]([C:23](O)=[O:24])=[CH:21][CH:20]=1)([O-:18])=[O:17].C1(P(C2C=CC=CC=2)C2C=CC=CC=2)C=CC=CC=1.N(C(OCC)=O)=NC(OCC)=O. The catalyst is C1COCC1. The product is [CH2:6]([O:5][C:3]([C@@H:2]([O:1][C:23](=[O:24])[C:22]1[CH:21]=[CH:20][C:19]([N+:16]([O-:18])=[O:17])=[CH:27][CH:26]=1)[CH2:8][CH2:9][C:10]1[CH:11]=[CH:12][CH:13]=[CH:14][CH:15]=1)=[O:4])[CH3:7]. The yield is 0.980. (3) The reactants are C[O:2][C:3]([C:5]1[S:6][C:7]([N:20]2[CH:24]=[CH:23][N:22]=[CH:21]2)=[CH:8][C:9]=1[O:10][CH:11]([C:13]1[CH:18]=[CH:17][CH:16]=[CH:15][C:14]=1[Cl:19])[CH3:12])=O.C(OCC)C.[NH3:30]. The catalyst is CO. The product is [Cl:19][C:14]1[CH:15]=[CH:16][CH:17]=[CH:18][C:13]=1[CH:11]([O:10][C:9]1[CH:8]=[C:7]([N:20]2[CH:24]=[CH:23][N:22]=[CH:21]2)[S:6][C:5]=1[C:3]([NH2:30])=[O:2])[CH3:12]. The yield is 0.640. (4) The reactants are C(O[C:4](=[O:13])/[C:5](/[O-:12])=[CH:6]/[C:7](=[O:11])[CH:8]([CH3:10])[CH3:9])C.[Cl:14][C:15]1[CH:22]=[CH:21][C:18]([CH:19]=O)=[C:17]([CH3:23])[CH:16]=1.[Cl:24][C:25]1[C:26]([F:32])=[C:27]([CH:29]=[CH:30][CH:31]=1)[NH2:28]. The catalyst is C(O)(=O)C. The product is [Cl:24][C:25]1[C:26]([F:32])=[C:27]([N:28]2[CH:19]([C:18]3[CH:21]=[CH:22][C:15]([Cl:14])=[CH:16][C:17]=3[CH3:23])[C:6]([C:7](=[O:11])[CH:8]([CH3:9])[CH3:10])=[C:5]([OH:12])[C:4]2=[O:13])[CH:29]=[CH:30][CH:31]=1. The yield is 0.207. (5) The reactants are [Br:1][C:2]1[CH:3]=[C:4]([N:17]2[C:21]3=[N:22][CH:23]=[CH:24][CH:25]=[C:20]3[C:19]([C:26]([O:28][CH3:29])=[O:27])=[N:18]2)[CH:5]=[C:6]([CH2:8][O:9][Si](C(C)(C)C)(C)C)[CH:7]=1.[F-].C([N+](CCCC)(CCCC)CCCC)CCC. The catalyst is O1CCCC1. The product is [Br:1][C:2]1[CH:3]=[C:4]([N:17]2[C:21]3=[N:22][CH:23]=[CH:24][CH:25]=[C:20]3[C:19]([C:26]([O:28][CH3:29])=[O:27])=[N:18]2)[CH:5]=[C:6]([CH2:8][OH:9])[CH:7]=1. The yield is 0.790. (6) The catalyst is CN(C=O)C.O. The product is [CH2:11]([C:15]1[CH:20]=[C:19]([CH3:21])[N:18]=[C:17]([O:22][CH3:23])[C:16]=1[CH2:24][NH:25][C:5](=[O:7])[C:4]1[CH:8]=[CH:9][N:10]=[C:2]([Cl:1])[CH:3]=1)[CH2:12][CH:13]=[CH2:14]. The yield is 0.890. The reactants are [Cl:1][C:2]1[CH:3]=[C:4]([CH:8]=[CH:9][N:10]=1)[C:5]([OH:7])=O.[CH2:11]([C:15]1[CH:20]=[C:19]([CH3:21])[N:18]=[C:17]([O:22][CH3:23])[C:16]=1[CH2:24][NH2:25])[CH2:12][CH:13]=[CH2:14].C1C=NC2N(O)N=NC=2C=1.C(Cl)CCl.CN1CCOCC1. (7) The reactants are C[O:2][C:3](=O)[CH:4]([NH:8][C:9](=[O:24])[C:10]1[CH:15]=[CH:14][C:13]([C:16]#[C:17][C:18]2[CH:23]=[CH:22][CH:21]=[CH:20][CH:19]=2)=[CH:12][CH:11]=1)[CH:5]([OH:7])[CH3:6].Cl.[NH2:27][OH:28].C[O-].[Na+].Cl. The catalyst is CO.C(Cl)Cl.CCOC(C)=O. The product is [OH:7][CH:5]([CH3:6])[CH:4]([NH:8][C:9](=[O:24])[C:10]1[CH:15]=[CH:14][C:13]([C:16]#[C:17][C:18]2[CH:23]=[CH:22][CH:21]=[CH:20][CH:19]=2)=[CH:12][CH:11]=1)[C:3](=[O:2])[NH:27][OH:28]. The yield is 0.550.